From a dataset of Full USPTO retrosynthesis dataset with 1.9M reactions from patents (1976-2016). Predict the reactants needed to synthesize the given product. (1) Given the product [OH:4][CH2:1][C:2]#[C:3][C:26]1[CH:25]=[C:24]([CH2:23][O:22][Si:9]([C:5]([CH3:7])([CH3:6])[CH3:8])([C:16]2[CH:21]=[CH:20][CH:19]=[CH:18][CH:17]=2)[C:10]2[CH:15]=[CH:14][CH:13]=[CH:12][CH:11]=2)[CH:29]=[C:28]([C:3]#[C:2][CH2:1][OH:4])[CH:27]=1, predict the reactants needed to synthesize it. The reactants are: [CH2:1]([OH:4])[C:2]#[CH:3].[C:5]([Si:9]([O:22][CH2:23][C:24]1[CH:29]=[C:28](Br)[CH:27]=[C:26](Br)[CH:25]=1)([C:16]1[CH:21]=[CH:20][CH:19]=[CH:18][CH:17]=1)[C:10]1[CH:15]=[CH:14][CH:13]=[CH:12][CH:11]=1)([CH3:8])([CH3:7])[CH3:6]. (2) Given the product [C:19]([C:21]1[CH:26]=[CH:25][C:24]([N:27]2[CH2:2][C@@H:3]3[CH2:4][N:5]([C:9]([O:11][CH2:12][C:13]4[CH:18]=[CH:17][CH:16]=[CH:15][CH:14]=4)=[O:10])[CH2:6][CH2:7][N:8]3[C:28]2=[O:29])=[CH:23][C:22]=1[C:37]([F:38])([F:39])[F:40])#[N:20], predict the reactants needed to synthesize it. The reactants are: O[CH2:2][C@H:3]1[NH:8][CH2:7][CH2:6][N:5]([C:9]([O:11][CH2:12][C:13]2[CH:18]=[CH:17][CH:16]=[CH:15][CH:14]=2)=[O:10])[CH2:4]1.[C:19]([C:21]1[CH:26]=[CH:25][C:24]([NH:27][C:28](=O)[O:29]C2C=CC=CC=2)=[CH:23][C:22]=1[C:37]([F:40])([F:39])[F:38])#[N:20].C1C=CC(P(C2C=CC=CC=2)C2C=CC=CC=2)=CC=1.CC(OC(/N=N/C(OC(C)C)=O)=O)C. (3) Given the product [Cl:21][C:16]1[N:15]=[C:14]([NH:13][C:2]2[CH:7]=[CH:6][C:5]([Cl:8])=[C:4]([C:9]([F:12])([F:11])[F:10])[CH:3]=2)[C:19]([CH3:20])=[CH:18][N:17]=1, predict the reactants needed to synthesize it. The reactants are: Br[C:2]1[CH:7]=[CH:6][C:5]([Cl:8])=[C:4]([C:9]([F:12])([F:11])[F:10])[CH:3]=1.[NH2:13][C:14]1[C:19]([CH3:20])=[CH:18][N:17]=[C:16]([Cl:21])[N:15]=1.C(=O)([O-])[O-].[Cs+].[Cs+]. (4) Given the product [OH:18][CH2:17][CH2:16][CH2:15][CH2:14][CH2:13][CH2:12][NH:11][C:2]1[CH:3]=[CH:4][C:5]2[N:6]([CH:8]=[N:9][N:10]=2)[N:7]=1, predict the reactants needed to synthesize it. The reactants are: Cl[C:2]1[CH:3]=[CH:4][C:5]2[N:6]([CH:8]=[N:9][N:10]=2)[N:7]=1.[NH2:11][CH2:12][CH2:13][CH2:14][CH2:15][CH2:16][CH2:17][OH:18]. (5) Given the product [ClH:44].[CH2:1]([N:3]([C:22](=[O:43])[C@@H:23]([NH:30][C:31]([C:33]1[CH:42]=[CH:41][C:40]2[C:35](=[CH:36][CH:37]=[CH:38][CH:39]=2)[N:34]=1)=[O:32])[CH2:24][CH2:25][CH2:26][C:27]([OH:29])=[O:28])[C@@H:4]([CH2:9][CH2:10][CH2:11][CH2:12][CH2:13][CH2:14][CH2:15][CH2:16][CH2:17][CH2:18][CH2:19][CH2:20][CH3:21])[CH2:5][C:6]([NH2:8])=[O:7])[CH3:2], predict the reactants needed to synthesize it. The reactants are: [CH2:1]([N:3]([C:22](=[O:43])[C@@H:23]([NH:30][C:31]([C:33]1[CH:42]=[CH:41][C:40]2[C:35](=[CH:36][CH:37]=[CH:38][CH:39]=2)[N:34]=1)=[O:32])[CH2:24][CH2:25][CH2:26][C:27]([OH:29])=[O:28])[C@@H:4]([CH2:9][CH2:10][CH2:11][CH2:12][CH2:13][CH2:14][CH2:15][CH2:16][CH2:17][CH2:18][CH2:19][CH2:20][CH3:21])[CH2:5][C:6]([NH2:8])=[O:7])[CH3:2].[ClH:44]. (6) The reactants are: [S:1](=[O:30])(=[O:29])([O:3][C:4]1[CH:21]=[CH:20][C:19]2[C@@H:18]3[C@H:9]([C@H:10]4[C@@:14]([CH2:16][CH2:17]3)([CH3:15])[C:13]([C:22](=[O:28])[NH:23]CCCC)=[CH:12][CH2:11]4)[CH2:8][CH2:7][C:6]=2[CH:5]=1)[NH2:2].[Si](I)(C)(C)C. Given the product [S:1](=[O:29])(=[O:30])([O:3][C:4]1[CH:21]=[CH:20][C:19]2[C@@H:18]3[C@H:9]([C@H:10]4[C@@:14]([CH2:16][CH2:17]3)([CH3:15])[C:13]([C:22](=[O:28])[NH2:23])=[CH:12][CH2:11]4)[CH2:8][CH2:7][C:6]=2[CH:5]=1)[NH2:2], predict the reactants needed to synthesize it.